This data is from hERG potassium channel inhibition data for cardiac toxicity prediction from Karim et al.. The task is: Regression/Classification. Given a drug SMILES string, predict its toxicity properties. Task type varies by dataset: regression for continuous values (e.g., LD50, hERG inhibition percentage) or binary classification for toxic/non-toxic outcomes (e.g., AMES mutagenicity, cardiotoxicity, hepatotoxicity). Dataset: herg_karim. The compound is O=C(Nc1cccc(C(F)(F)F)c1)n1ccc2cc(Oc3ncnc4c3CNC4)ccc21. The result is 0 (non-blocker).